Dataset: Reaction yield outcomes from USPTO patents with 853,638 reactions. Task: Predict the reaction yield, written as a fraction of the theoretical maximum amount of product (1.0 means a 100% yield; for example, 0.34 means a 34% yield). (1) The reactants are [NH2:1][C:2]1[C:11]2[C:6](=[C:7](I)[CH:8]=[CH:9][CH:10]=2)[N:5]=[N:4][C:3]=1[C:13]([NH:15][CH2:16][CH2:17][CH3:18])=[O:14].C(=O)(O)[O-].[Na+].O.[CH3:25][O:26][C:27]1[CH:32]=[CH:31][N:30]=[CH:29][C:28]=1B(O)O. The catalyst is COCCOC.C(Cl)Cl.[Pd].C1(P(C2C=CC=CC=2)C2C=CC=CC=2)C=CC=CC=1.C1(P(C2C=CC=CC=2)C2C=CC=CC=2)C=CC=CC=1.C1(P(C2C=CC=CC=2)C2C=CC=CC=2)C=CC=CC=1.C1(P(C2C=CC=CC=2)C2C=CC=CC=2)C=CC=CC=1. The product is [NH2:1][C:2]1[C:11]2[C:6](=[C:7]([C:28]3[CH:29]=[N:30][CH:31]=[CH:32][C:27]=3[O:26][CH3:25])[CH:8]=[CH:9][CH:10]=2)[N:5]=[N:4][C:3]=1[C:13]([NH:15][CH2:16][CH2:17][CH3:18])=[O:14]. The yield is 0.602. (2) The reactants are [F:1][C:2]1[CH:23]=[CH:22][C:5]([O:6][CH2:7][C:8]2[N:9]=[C:10]3[S:17][C:16]([CH3:18])=[C:15]([C:19](O)=[O:20])[N:11]3[C:12](=[O:14])[CH:13]=2)=[CH:4][CH:3]=1.[H-].C([Al+]CC(C)C)C(C)C. The catalyst is O1CCCC1.C1(C)C=CC=CC=1. The product is [F:1][C:2]1[CH:3]=[CH:4][C:5]([O:6][CH2:7][C:8]2[N:9]=[C:10]3[S:17][C:16]([CH3:18])=[C:15]([CH2:19][OH:20])[N:11]3[C:12](=[O:14])[CH:13]=2)=[CH:22][CH:23]=1. The yield is 0.770.